Dataset: Full USPTO retrosynthesis dataset with 1.9M reactions from patents (1976-2016). Task: Predict the reactants needed to synthesize the given product. (1) Given the product [Cl:1][C:2]1[CH:7]=[CH:6][C:5]([C:8]2[C:12]3[CH2:13][N:14]([C:17](=[O:19])[CH3:18])[CH2:15][CH2:16][C:11]=3[N:10]([CH2:20][CH:21]([OH:22])[CH2:23][N:31]3[CH2:32][CH2:33][C:28]4([O:27][CH2:26][CH2:25][O:24]4)[CH2:29][CH2:30]3)[N:9]=2)=[CH:4][CH:3]=1, predict the reactants needed to synthesize it. The reactants are: [Cl:1][C:2]1[CH:7]=[CH:6][C:5]([C:8]2[C:12]3[CH2:13][N:14]([C:17](=[O:19])[CH3:18])[CH2:15][CH2:16][C:11]=3[N:10]([CH2:20][CH:21]3[CH2:23][O:22]3)[N:9]=2)=[CH:4][CH:3]=1.[O:24]1[C:28]2([CH2:33][CH2:32][NH:31][CH2:30][CH2:29]2)[O:27][CH2:26][CH2:25]1.C(S([O-])(=O)=O)(F)(F)F.C(S([O-])(=O)=O)(F)(F)F.C(S([O-])(=O)=O)(F)(F)F.[Yb+3].O. (2) Given the product [F:77][C:74]1[CH:75]=[CH:76][C:71]([CH:69]([C:58]2[CH:59]=[C:60]([OH:61])[C:55](=[O:54])[NH:56][N:57]=2)[CH3:70])=[CH:72][CH:73]=1, predict the reactants needed to synthesize it. The reactants are: OC1C(=O)NN=C(CCC2C=CC=CC=2)C=1.C(OC1N=NC(C(C2C=CC=CC=2)=C)=CC=1OCC1C=CC=CC=1)C1C=CC=CC=1.C([O:54][C:55]1[N:56]=[N:57][C:58]([C:69]([C:71]2[CH:76]=[CH:75][C:74]([F:77])=[CH:73][CH:72]=2)=[CH2:70])=[CH:59][C:60]=1[O:61]CC1C=CC=CC=1)C1C=CC=CC=1.C(OCC)(=O)C. (3) Given the product [C:1]([O:5][C:6](=[O:31])[CH2:7][O:8][C:9]1[C:14]2[CH2:15][CH2:16][CH2:17][CH2:18][CH:19]([NH:20][S:21]([C:24]3[CH:25]=[C:26]([C:39]4[CH:38]=[CH:37][CH:36]=[C:35]([CH:32]([CH3:34])[CH3:33])[CH:40]=4)[CH:27]=[CH:28][CH:29]=3)(=[O:23])=[O:22])[C:13]=2[CH:12]=[CH:11][CH:10]=1)([CH3:4])([CH3:3])[CH3:2], predict the reactants needed to synthesize it. The reactants are: [C:1]([O:5][C:6](=[O:31])[CH2:7][O:8][C:9]1[C:14]2[CH2:15][CH2:16][CH2:17][CH2:18][CH:19]([NH:20][S:21]([C:24]3[CH:29]=[CH:28][CH:27]=[C:26](Br)[CH:25]=3)(=[O:23])=[O:22])[C:13]=2[CH:12]=[CH:11][CH:10]=1)([CH3:4])([CH3:3])[CH3:2].[CH:32]([C:35]1[CH:36]=[C:37](B(O)O)[CH:38]=[CH:39][CH:40]=1)([CH3:34])[CH3:33].C([O-])([O-])=O.[K+].[K+]. (4) Given the product [F:1][C:2]1[CH:3]=[C:4]2[C:9](=[CH:10][CH:11]=1)[N:8]=[CH:7][CH:6]=[C:5]2[CH:12]1[CH2:17][CH2:16][CH:15]([C:20]#[N:19])[CH2:14][CH2:13]1, predict the reactants needed to synthesize it. The reactants are: [F:1][C:2]1[CH:3]=[C:4]2[C:9](=[CH:10][CH:11]=1)[N:8]=[CH:7][CH:6]=[C:5]2[CH:12]1[CH2:17][CH2:16][C:15](=O)[CH2:14][CH2:13]1.[N+:19](CS(C1C=CC(C)=CC=1)(=O)=O)#[C-:20].CC([O-])(C)C.[K+]. (5) Given the product [CH3:34][O:33][C:32]1[CH:27]=[C:28]([CH3:58])[C:29]([C:55](=[O:57])[CH3:56])=[C:30]([O:46][CH2:47][CH2:48][N:49]2[CH2:50][CH2:51][O:52][CH2:53][CH2:54]2)[C:31]=1[O:35][CH2:36][CH2:37][CH2:38][C:39]1[CH:40]=[CH:41][CH:42]=[CH:43][CH:44]=1, predict the reactants needed to synthesize it. The reactants are: ClC1C(C)=C(C(=O)C)C(O)=C(OCCCC2C=CC(F)=CC=2)C=1OC.Cl[C:27]1[C:28]([CH3:58])=[C:29]([C:55](=[O:57])[CH3:56])[C:30]([O:46][CH2:47][CH2:48][N:49]2[CH2:54][CH2:53][O:52][CH2:51][CH2:50]2)=[C:31]([O:35][CH2:36][CH2:37][CH2:38][C:39]2[CH:44]=[CH:43][C:42](F)=[CH:41][CH:40]=2)[C:32]=1[O:33][CH3:34].